This data is from Reaction yield outcomes from USPTO patents with 853,638 reactions. The task is: Predict the reaction yield, written as a fraction of the theoretical maximum amount of product (1.0 means a 100% yield; for example, 0.34 means a 34% yield). (1) The product is [F:1][C:2]1[CH:7]=[CH:6][CH:5]=[CH:4][C:3]=1[C:8](=[O:15])[CH:9]([CH2:24][C:23]1[CH:22]=[CH:21][C:20]([C:19]([F:18])([F:28])[F:29])=[CH:27][CH:26]=1)[C:10]([O:12][CH2:13][CH3:14])=[O:11]. The yield is 0.730. The catalyst is COCCOC. The reactants are [F:1][C:2]1[CH:7]=[CH:6][CH:5]=[CH:4][C:3]=1[C:8](=[O:15])[CH2:9][C:10]([O:12][CH2:13][CH3:14])=[O:11].[H-].[Na+].[F:18][C:19]([F:29])([F:28])[C:20]1[CH:27]=[CH:26][C:23]([CH2:24]Br)=[CH:22][CH:21]=1.O. (2) The reactants are [H-].[Na+].CS(C)=O.Cl.[NH2:8][C:9]1[CH:14]=[CH:13][C:12]([OH:15])=[CH:11][C:10]=1[Cl:16].Cl[C:18]1[C:27]2[C:22](=[CH:23][C:24]([O:30][CH3:31])=[C:25]([O:28][CH3:29])[CH:26]=2)[N:21]=[CH:20][CH:19]=1. The catalyst is O. The product is [Cl:16][C:10]1[CH:11]=[C:12]([O:15][C:18]2[C:27]3[C:22](=[CH:23][C:24]([O:30][CH3:31])=[C:25]([O:28][CH3:29])[CH:26]=3)[N:21]=[CH:20][CH:19]=2)[CH:13]=[CH:14][C:9]=1[NH2:8]. The yield is 0.600. (3) The reactants are Br[C:2]1[S:6][C:5]2=[N:7][CH:8]=[C:9]([I:10])[N:4]2[N:3]=1.[CH3:11][S:12]([NH:15][CH2:16][C:17]1[CH:18]=[C:19](B(O)O)[CH:20]=[CH:21][CH:22]=1)(=[O:14])=[O:13].C(=O)([O-])[O-].[Cs+].[Cs+].O1CCOCC1. The catalyst is Cl[Pd](Cl)([P](C1C=CC=CC=1)(C1C=CC=CC=1)C1C=CC=CC=1)[P](C1C=CC=CC=1)(C1C=CC=CC=1)C1C=CC=CC=1.O. The product is [I:10][C:9]1[N:4]2[C:5]([S:6][C:2]([C:21]3[CH:22]=[C:17]([CH:18]=[CH:19][CH:20]=3)[CH2:16][NH:15][S:12]([CH3:11])(=[O:14])=[O:13])=[N:3]2)=[N:7][CH:8]=1. The yield is 0.230. (4) The reactants are [Br:1][C:2]1[CH:3]=[CH:4][C:5]([O:23][CH3:24])=[C:6](/[CH:8]=[CH:9]/[C:10](C2C=CC3C(=CC=CC=3)C=2O)=[O:11])[CH:7]=1.[OH-:25].[K+].Cl. The catalyst is CCO.OO. The product is [Br:1][C:2]1[CH:3]=[CH:4][C:5]([O:23][CH3:24])=[C:6](/[CH:8]=[CH:9]/[C:10]([OH:11])=[O:25])[CH:7]=1. The yield is 0.740. (5) The reactants are [Cl:1][C:2]1[S:9][C:8]2[CH:7]=[C:6]([C:10]([NH:12][C@@H:13]3[CH2:21][C:20]4[C:15](=[CH:16][CH:17]=[CH:18][CH:19]=4)[C@H:14]3[CH2:22][OH:23])=[O:11])[NH:5][C:4]=2[C:3]=1[Cl:24].C(N(CC)CC)C.[CH3:32][S:33](Cl)(=[O:35])=[O:34]. The catalyst is C1COCC1. The product is [CH3:32][S:33]([O:23][CH2:22][C@@H:14]1[C:15]2[C:20](=[CH:19][CH:18]=[CH:17][CH:16]=2)[CH2:21][C@H:13]1[NH:12][C:10]([C:6]1[NH:5][C:4]2[C:3]([Cl:24])=[C:2]([Cl:1])[S:9][C:8]=2[CH:7]=1)=[O:11])(=[O:35])=[O:34]. The yield is 1.00. (6) The reactants are C([O:3][C:4]([C:6]1[CH:11]=[CH:10][C:9]([C:12]([F:15])([F:14])[F:13])=[C:8]([N:16]2[CH2:21][CH2:20][O:19][CH2:18][CH2:17]2)[N:7]=1)=[O:5])C.O1CCOCC1.[OH-].[K+]. The catalyst is O. The product is [N:16]1([C:8]2[N:7]=[C:6]([C:4]([OH:5])=[O:3])[CH:11]=[CH:10][C:9]=2[C:12]([F:15])([F:13])[F:14])[CH2:21][CH2:20][O:19][CH2:18][CH2:17]1. The yield is 0.932.